Dataset: Forward reaction prediction with 1.9M reactions from USPTO patents (1976-2016). Task: Predict the product of the given reaction. (1) Given the reactants [Cl-].[NH4+].[C:3]([C:5]([C:8]1[CH:9]=[C:10]([CH:24]=[CH:25][CH:26]=1)[C:11]([NH:13][C:14]1[CH:19]=[CH:18][C:17]([F:20])=[C:16]([N+:21]([O-])=O)[CH:15]=1)=[O:12])([CH3:7])[CH3:6])#[N:4], predict the reaction product. The product is: [NH2:21][C:16]1[CH:15]=[C:14]([NH:13][C:11](=[O:12])[C:10]2[CH:24]=[CH:25][CH:26]=[C:8]([C:5]([C:3]#[N:4])([CH3:6])[CH3:7])[CH:9]=2)[CH:19]=[CH:18][C:17]=1[F:20]. (2) Given the reactants [CH3:1][N:2]1[C:7](=[O:8])[C:6]2=[C:9]([S:23][CH2:24][CH2:25][CH2:26][C:27]#[N:28])[N:10]([CH2:12][C:13]3[C:22]4[C:17](=[CH:18][CH:19]=[CH:20][CH:21]=4)[CH:16]=[CH:15][CH:14]=3)[CH:11]=[C:5]2[N:4]([CH2:29][CH:30]([CH3:32])[CH3:31])[C:3]1=[O:33].C[Sn]([N:38]=[N+:39]=[N-:40])(C)C, predict the reaction product. The product is: [NH:38]1[C:27]([CH2:26][CH2:25][CH2:24][S:23][C:9]2[N:10]([CH2:12][C:13]3[C:22]4[C:17](=[CH:18][CH:19]=[CH:20][CH:21]=4)[CH:16]=[CH:15][CH:14]=3)[CH:11]=[C:5]3[C:6]=2[C:7](=[O:8])[N:2]([CH3:1])[C:3](=[O:33])[N:4]3[CH2:29][CH:30]([CH3:31])[CH3:32])=[N:28][N:40]=[N:39]1. (3) Given the reactants [CH:1]1([C:6]2[C:14]3[C:9](=[CH:10][C:11]([C:15]([O:17][CH:18]([CH3:20])[CH3:19])=[O:16])=[CH:12][CH:13]=3)[N:8]([CH3:21])[CH:7]=2)[CH2:5][CH2:4][CH2:3][CH2:2]1.C(OC(C)C)(=O)C.[Br:29]Br, predict the reaction product. The product is: [Br:29][C:7]1[N:8]([CH3:21])[C:9]2[C:14]([C:6]=1[CH:1]1[CH2:2][CH2:3][CH2:4][CH2:5]1)=[CH:13][CH:12]=[C:11]([C:15]([O:17][CH:18]([CH3:19])[CH3:20])=[O:16])[CH:10]=2. (4) Given the reactants O[C:2]1([CH2:15][C:16]([O:18][CH2:19][CH3:20])=[O:17])[C:10]2[C:9](=[O:11])[N:8]([CH3:12])[C:7](=[O:13])[N:6]([CH3:14])[C:5]=2[O:4][CH2:3]1, predict the reaction product. The product is: [CH3:14][N:6]1[C:5]2[O:4][CH:3]=[C:2]([CH2:15][C:16]([O:18][CH2:19][CH3:20])=[O:17])[C:10]=2[C:9](=[O:11])[N:8]([CH3:12])[C:7]1=[O:13]. (5) Given the reactants [NH2:1][C:2]1[C:3]([NH:18][C@@H:19]([C:22]2[CH:27]=[CH:26][CH:25]=[CH:24][CH:23]=2)[CH2:20][OH:21])=[N:4][C:5]([C:8]2[CH:17]=[CH:16][CH:15]=[C:14]3[C:9]=2[CH:10]=[CH:11][CH:12]=[N:13]3)=[CH:6][N:7]=1.NC1C(N[C@@H](C2C=CC=CC=2)[CH2:38][OH:39])=NC(Br)=CN=1.N1C2C=CC=C(B(O)O)C=2C=CC=1.C(=O)([O-])[O-].[K+].[K+], predict the reaction product. The product is: [OH:21][CH2:20][C@@H:19]([N:18]1[C:3]2=[N:4][C:5]([C:8]3[CH:17]=[CH:16][CH:15]=[C:14]4[C:9]=3[CH:10]=[CH:11][CH:12]=[N:13]4)=[CH:6][N:7]=[C:2]2[NH:1][C:38]1=[O:39])[C:22]1[CH:27]=[CH:26][CH:25]=[CH:24][CH:23]=1.